From a dataset of Catalyst prediction with 721,799 reactions and 888 catalyst types from USPTO. Predict which catalyst facilitates the given reaction. (1) Reactant: [CH3:1][N:2]1[CH:7]=[C:6](B2OC(C)(C)C(C)(C)O2)[CH:5]=[C:4]([NH:17][C:18]2[CH:23]=[C:22]([CH3:24])[N:21]=[CH:20][N:19]=2)[C:3]1=[O:25].Cl[C:27]1[CH:32]=[CH:31][N:30]=[C:29]([N:33]2[CH2:44][CH2:43][N:42]3[C:35](=[CH:36][C:37]4[CH2:38][C:39]([CH3:46])([CH3:45])[CH2:40][C:41]=43)[C:34]2=[O:47])[C:28]=1[CH:48]=[O:49].C([O-])(=O)C.[Na+].[O-]P([O-])([O-])=O.[K+].[K+].[K+]. Product: [CH3:45][C:39]1([CH3:46])[CH2:38][C:37]2[CH:36]=[C:35]3[N:42]([CH2:43][CH2:44][N:33]([C:29]4[C:28]([CH:48]=[O:49])=[C:27]([C:6]5[CH:5]=[C:4]([NH:17][C:18]6[CH:23]=[C:22]([CH3:24])[N:21]=[CH:20][N:19]=6)[C:3](=[O:25])[N:2]([CH3:1])[CH:7]=5)[CH:32]=[CH:31][N:30]=4)[C:34]3=[O:47])[C:41]=2[CH2:40]1. The catalyst class is: 543. (2) Reactant: [CH3:1][C:2]1([CH3:27])[C:11]2[C:6](=[CH:7][CH:8]=[C:9]([C:12](O)=[O:13])[CH:10]=2)[NH:5][CH:4]([C:15]2[CH:16]=[N:17][CH:18]=[C:19]([N:21]3[CH2:26][CH2:25][O:24][CH2:23][CH2:22]3)[CH:20]=2)[CH2:3]1.[CH:28]1([S:31]([NH2:34])(=[O:33])=[O:32])[CH2:30][CH2:29]1. Product: [CH3:1][C:2]1([CH3:27])[C:11]2[C:6](=[CH:7][CH:8]=[C:9]([C:12]([NH:34][S:31]([CH:28]3[CH2:30][CH2:29]3)(=[O:33])=[O:32])=[O:13])[CH:10]=2)[NH:5][CH:4]([C:15]2[CH:16]=[N:17][CH:18]=[C:19]([N:21]3[CH2:22][CH2:23][O:24][CH2:25][CH2:26]3)[CH:20]=2)[CH2:3]1. The catalyst class is: 119.